Dataset: Reaction yield outcomes from USPTO patents with 853,638 reactions. Task: Predict the reaction yield, written as a fraction of the theoretical maximum amount of product (1.0 means a 100% yield; for example, 0.34 means a 34% yield). (1) The reactants are [F:1][C:2]1([F:18])[CH2:7][O:6][C:5]([NH2:8])=[N:4][C@@:3]21[C:16]1[C:11](=[CH:12][CH:13]=[C:14]([NH2:17])[CH:15]=1)[CH2:10][CH2:9]2.[Cl:19][C:20]1[CH:21]=[CH:22][C:23]([C:26](O)=[O:27])=[N:24][CH:25]=1. No catalyst specified. The product is [NH2:8][C:5]1[O:6][CH2:7][C:2]([F:1])([F:18])[C@@:3]2([C:16]3[C:11](=[CH:12][CH:13]=[C:14]([NH:17][C:26](=[O:27])[C:23]4[CH:22]=[CH:21][C:20]([Cl:19])=[CH:25][N:24]=4)[CH:15]=3)[CH2:10][CH2:9]2)[N:4]=1. The yield is 0.160. (2) The reactants are Br[C:2]1[C:3]([NH:5][C:6](=[O:8])[CH:7]=1)=[O:4].C([O-])(=O)C.[Na+].[CH2:14]([SH:17])[CH2:15][SH:16]. The catalyst is CO. The product is [S:16]1[C:2]2([CH2:7][C:6](=[O:8])[NH:5][C:3]2=[O:4])[S:17][CH2:14][CH2:15]1. The yield is 0.410. (3) The reactants are CC(C)([O-])C.[K+].[NH2:7][C:8]1[CH:13]=[CH:12][C:11]([OH:14])=[C:10]([CH3:15])[C:9]=1[F:16].[Cl:17][C:18]1[CH:23]=[C:22](Cl)[CH:21]=[CH:20][N:19]=1. The catalyst is CC(N(C)C)=O. The product is [Cl:17][C:18]1[CH:23]=[C:22]([O:14][C:11]2[CH:12]=[CH:13][C:8]([NH2:7])=[C:9]([F:16])[C:10]=2[CH3:15])[CH:21]=[CH:20][N:19]=1. The yield is 0.420. (4) The reactants are [CH:1]1([C:4]2[N:9]=[CH:8][C:7]([OH:10])=[CH:6][N:5]=2)[CH2:3][CH2:2]1.C(N(CC)CC)C.[F:18][C:19]([F:32])([F:31])[S:20](O[S:20]([C:19]([F:32])([F:31])[F:18])(=[O:22])=[O:21])(=[O:22])=[O:21]. The catalyst is C(Cl)Cl.C1COCC1. The product is [F:18][C:19]([F:32])([F:31])[S:20]([O:10][C:7]1[CH:6]=[N:5][C:4]([CH:1]2[CH2:3][CH2:2]2)=[N:9][CH:8]=1)(=[O:22])=[O:21]. The yield is 0.620. (5) The reactants are [F:1][C:2]1[CH:7]=[CH:6][C:5]([C:8]2[C:17]3[CH2:16][CH2:15][CH2:14][N:13]([S:18]([CH3:21])(=[O:20])=[O:19])[C:12]=3[N:11]=[C:10]([CH:22]([CH3:24])[CH3:23])[C:9]=2[CH:25]=[CH:26][CH:27]2[O:32]C(C)(C)[O:30][CH:29]([CH2:35][C:36]([O-:38])=[O:37])[CH2:28]2)=[CH:4][CH:3]=1.Cl.[OH-].[Na+].O. The catalyst is C1COCC1.CO.CC(OC)(C)C.CCCCCCC. The product is [F:1][C:2]1[CH:7]=[CH:6][C:5]([C:8]2[C:17]3[CH2:16][CH2:15][CH2:14][N:13]([S:18]([CH3:21])(=[O:20])=[O:19])[C:12]=3[N:11]=[C:10]([CH:22]([CH3:23])[CH3:24])[C:9]=2/[CH:25]=[CH:26]/[C@@H:27]([OH:32])[CH2:28][C@@H:29]([OH:30])[CH2:35][C:36]([OH:38])=[O:37])=[CH:4][CH:3]=1. The yield is 0.930. (6) The reactants are C(Cl)(=O)C(Cl)=O.CS(C)=O.[CH2:11]([O:18][C@H:19]1[CH2:23][N:22]([C:24]([O:26][C:27]([CH3:30])([CH3:29])[CH3:28])=[O:25])[C@H:21]([CH2:31][OH:32])[CH2:20]1)[C:12]1[CH:17]=[CH:16][CH:15]=[CH:14][CH:13]=1.C(N(CC)CC)C. The catalyst is ClCCl. The product is [CH2:11]([O:18][C@H:19]1[CH2:23][N:22]([C:24]([O:26][C:27]([CH3:28])([CH3:29])[CH3:30])=[O:25])[C@H:21]([CH:31]=[O:32])[CH2:20]1)[C:12]1[CH:17]=[CH:16][CH:15]=[CH:14][CH:13]=1. The yield is 0.840. (7) The reactants are [CH:1]1[CH:2]=[CH:3][C:4]2[C:5](=[CH:7][CH:8]=[CH:9][C:10]=2[OH:11])[CH:6]=1.CS[C:14]1[CH:19]=CC=C[C:15]=1SC. No catalyst specified. The product is [C:10]([C:4]1[CH:5]=[CH:6][CH:1]=[CH:2][CH:3]=1)(=[O:11])[C:9]1[CH:8]=[CH:7][CH:19]=[CH:14][CH:15]=1. The yield is 0.800. (8) The reactants are [CH2:1]([O:3][CH:4]([O:19][CH2:20][CH3:21])[C@@H:5]([NH:7][CH2:8][C:9]1[C:18]2[C:13](=[CH:14][CH:15]=[CH:16][CH:17]=2)[CH:12]=[CH:11][CH:10]=1)[CH3:6])[CH3:2].[CH:22]1[C:34]2[CH:33]([CH2:35][O:36][C:37]([NH:39][C@@H:40]([CH2:44][C:45]3[CH:50]=[CH:49][C:48]([O:51][C:52]([CH3:55])([CH3:54])[CH3:53])=[CH:47][CH:46]=3)[C:41](O)=[O:42])=[O:38])[C:32]3[C:27](=[CH:28][CH:29]=[CH:30][CH:31]=3)[C:26]=2[CH:25]=[CH:24][CH:23]=1. No catalyst specified. The product is [C:52]([O:51][C:48]1[CH:47]=[CH:46][C:45]([CH2:44][C@H:40]([NH:39][C:37](=[O:38])[O:36][CH2:35][CH:33]2[C:34]3[CH:22]=[CH:23][CH:24]=[CH:25][C:26]=3[C:27]3[C:32]2=[CH:31][CH:30]=[CH:29][CH:28]=3)[C:41]([N:7]([C@@H:5]([CH3:6])[CH:4]([O:3][CH2:1][CH3:2])[O:19][CH2:20][CH3:21])[CH2:8][C:9]2[C:18]3[C:13](=[CH:14][CH:15]=[CH:16][CH:17]=3)[CH:12]=[CH:11][CH:10]=2)=[O:42])=[CH:50][CH:49]=1)([CH3:55])([CH3:53])[CH3:54]. The yield is 0.790. (9) The reactants are [F:1][CH:2]([F:12])[O:3][CH2:4][C:5]1(C(O)=O)[CH2:8][CH2:7][CH2:6]1.C1C=CC(P([N:27]=[N+]=[N-])(C2C=CC=CC=2)=O)=CC=1.[Cl:30][C:31]1[CH:32]=[C:33]([C:38]2[C:46]([C:47]([NH2:49])=[O:48])=[C:41]3[CH2:42][NH:43][CH2:44][CH2:45][N:40]3[N:39]=2)[CH:34]=[CH:35][C:36]=1[F:37].C1[CH2:54][O:53]CC1. The catalyst is C1(C)C=CC=CC=1. The product is [Cl:30][C:31]1[CH:32]=[C:33]([C:38]2[C:46]([C:47]([NH2:49])=[O:48])=[C:41]3[CH2:42][N:43]([C:54]([NH:27][C:5]4([CH2:4][O:3][CH:2]([F:1])[F:12])[CH2:6][CH2:7][CH2:8]4)=[O:53])[CH2:44][CH2:45][N:40]3[N:39]=2)[CH:34]=[CH:35][C:36]=1[F:37]. The yield is 0.150.